From a dataset of Peptide-MHC class II binding affinity with 134,281 pairs from IEDB. Regression. Given a peptide amino acid sequence and an MHC pseudo amino acid sequence, predict their binding affinity value. This is MHC class II binding data. The binding affinity (normalized) is 0.624. The MHC is HLA-DQA10501-DQB10201 with pseudo-sequence HLA-DQA10501-DQB10201. The peptide sequence is EQQWNFAGIEAAASA.